This data is from Forward reaction prediction with 1.9M reactions from USPTO patents (1976-2016). The task is: Predict the product of the given reaction. The product is: [CH3:33][O:34][CH:35]([O:38][CH3:39])[CH2:36][NH:37][CH:12]([C:13]1[CH:14]=[CH:15][CH:16]=[CH:17][CH:18]=1)[C:10]([N:9]([C:4]1[CH:5]=[CH:6][C:7]([CH3:8])=[C:2]([CH3:1])[CH:3]=1)[CH2:24][CH2:25][C:26]1[CH:27]=[CH:28][C:29]([CH3:32])=[CH:30][CH:31]=1)=[O:11]. Given the reactants [CH3:1][C:2]1[CH:3]=[C:4]([N:9]([CH2:24][CH2:25][C:26]2[CH:31]=[CH:30][C:29]([CH3:32])=[CH:28][CH:27]=2)[C:10]([CH:12](OS(C)(=O)=O)[C:13]2[CH:18]=[CH:17][CH:16]=[CH:15][CH:14]=2)=[O:11])[CH:5]=[CH:6][C:7]=1[CH3:8].[CH3:33][O:34][CH:35]([O:38][CH3:39])[CH2:36][NH2:37], predict the reaction product.